This data is from Forward reaction prediction with 1.9M reactions from USPTO patents (1976-2016). The task is: Predict the product of the given reaction. (1) Given the reactants Cl.[CH3:2][O:3][C:4](=[O:14])[C@H:5]([CH2:7][C:8]1[CH:13]=[CH:12][CH:11]=[CH:10][CH:9]=1)[NH2:6].CN1CCOCC1.[C:22]([N:33]1[C@@H:37]([CH3:38])[C:36](=O)[O:35]C1=O)(=[O:32])[CH2:23][CH2:24][CH2:25][CH2:26][CH2:27][CH2:28][CH2:29][CH2:30][CH3:31], predict the reaction product. The product is: [CH3:2][O:3][C:4](=[O:14])[C@H:5]([CH2:7][C:8]1[CH:13]=[CH:12][CH:11]=[CH:10][CH:9]=1)[NH:6][C:36](=[O:35])[C@H:37]([CH3:38])[NH:33][C:22](=[O:32])[CH2:23][CH2:24][CH2:25][CH2:26][CH2:27][CH2:28][CH2:29][CH2:30][CH3:31]. (2) Given the reactants CN(C=O)C.[C:6]([O:10][C:11](=[O:24])/[CH:12]=[CH:13]/[C:14]1[C:19]([C:20]([OH:22])=O)=[CH:18][C:17]([Cl:23])=[N:16][CH:15]=1)([CH3:9])([CH3:8])[CH3:7].[N+:25]([N:27]=P(C1C=CC=CC=1)(C1C=CC=CC=1)C1C=CC=CC=1)#[C-:26].O.[Cl:48]CCl, predict the reaction product. The product is: [Cl:23][C:17]1[N:16]=[CH:15][C:14](/[CH:13]=[CH:12]/[C:11]([O:10][C:6]([CH3:7])([CH3:8])[CH3:9])=[O:24])=[C:19]([C:20](=[O:22])/[C:26](/[Cl:48])=[N:25]\[NH2:27])[CH:18]=1. (3) The product is: [NH2:7][C:8]1[C:13]([C:14]#[N:15])=[C:12]([C:16]2[CH:17]=[CH:18][C:19]([O:22][CH2:37][CH2:36][N:35]([CH3:39])[CH3:34])=[CH:20][CH:21]=2)[C:11]([C:23]#[N:24])=[C:10]([S:25][CH2:26][C:27]2[CH:32]=[CH:31][CH:30]=[CH:29][CH:28]=2)[N:9]=1. Given the reactants CC(C)([O-])C.[K+].[NH2:7][C:8]1[C:13]([C:14]#[N:15])=[C:12]([C:16]2[CH:21]=[CH:20][C:19]([OH:22])=[CH:18][CH:17]=2)[C:11]([C:23]#[N:24])=[C:10]([S:25][CH2:26][C:27]2[CH:32]=[CH:31][CH:30]=[CH:29][CH:28]=2)[N:9]=1.Cl.[CH3:34][N:35]([CH3:39])[CH2:36][CH2:37]Cl, predict the reaction product.